From a dataset of Peptide-MHC class I binding affinity with 185,985 pairs from IEDB/IMGT. Regression. Given a peptide amino acid sequence and an MHC pseudo amino acid sequence, predict their binding affinity value. This is MHC class I binding data. The peptide sequence is PIQKETWDTW. The MHC is HLA-B35:01 with pseudo-sequence HLA-B35:01. The binding affinity (normalized) is 0.